This data is from Full USPTO retrosynthesis dataset with 1.9M reactions from patents (1976-2016). The task is: Predict the reactants needed to synthesize the given product. (1) The reactants are: [CH:1]1([NH:7][C:8]2[CH:9]=[N:10][C:11]3[N:12]([CH:14]=[CH:15][N:16]=3)[CH:13]=2)[CH2:6][CH2:5][CH2:4][CH2:3][CH2:2]1.[Br:17]N1C(=O)CCC1=O. Given the product [Br:17][C:14]1[N:12]2[CH:13]=[C:8]([NH:7][CH:1]3[CH2:2][CH2:3][CH2:4][CH2:5][CH2:6]3)[CH:9]=[N:10][C:11]2=[N:16][CH:15]=1, predict the reactants needed to synthesize it. (2) Given the product [NH2:16][C:13]1[N:14]=[CH:15][C:10]([C:8]2[O:9][C:5]3[CH:4]=[C:3]([OH:2])[CH:18]=[CH:17][C:6]=3[N:7]=2)=[CH:11][CH:12]=1, predict the reactants needed to synthesize it. The reactants are: C[O:2][C:3]1[CH:18]=[CH:17][C:6]2[N:7]=[C:8]([C:10]3[CH:11]=[CH:12][C:13]([NH2:16])=[N:14][CH:15]=3)[O:9][C:5]=2[CH:4]=1.B(Br)(Br)Br.CCOC(C)=O.C([O-])(O)=O.[Na+]. (3) Given the product [C:23]([C:20]1[CH:21]=[CH:22][C:17]([CH2:16][CH:5]([NH2:4])[C:6]([OH:8])=[O:7])=[CH:18][C:19]=1[N+:26]([O-:28])=[O:27])(=[O:25])[CH3:24], predict the reactants needed to synthesize it. The reactants are: C([NH:4][C:5]([CH2:16][C:17]1[CH:22]=[CH:21][C:20]([C:23](=[O:25])[CH3:24])=[C:19]([N+:26]([O-:28])=[O:27])[CH:18]=1)(C(OCC)=O)[C:6]([O:8]CC)=[O:7])(=O)C. (4) Given the product [NH2:6][C:5]([C:4]1[CH:7]=[CH:8][C:9]([O:10][CH3:11])=[C:2]([F:1])[CH:3]=1)=[CH:13][C:12]#[N:14], predict the reactants needed to synthesize it. The reactants are: [F:1][C:2]1[CH:3]=[C:4]([CH:7]=[CH:8][C:9]=1[O:10][CH3:11])[C:5]#[N:6].[C:12](#[N:14])[CH3:13].C1COCC1.CC(C)([O-])C.[K+]. (5) Given the product [F:1][C:2]1[CH:7]=[CH:6][C:5]([CH:8]2[C:16]3[C:11](=[CH:12][CH:13]=[CH:14][CH:15]=3)[C:10]([C:18]3[N:19]=[CH:20][NH:21][CH:22]=3)=[CH:9]2)=[CH:4][CH:3]=1, predict the reactants needed to synthesize it. The reactants are: [F:1][C:2]1[CH:7]=[CH:6][C:5]([CH:8]2[C:16]3[C:11](=[CH:12][CH:13]=[CH:14][CH:15]=3)[C:10]([C:18]3[N:19]=[CH:20][N:21](C(C4C=CC=CC=4)(C4C=CC=CC=4)C4C=CC=CC=4)[CH:22]=3)(O)[CH2:9]2)=[CH:4][CH:3]=1.Cl. (6) Given the product [CH:4]1([C:7]2[N:12]=[C:11]([C:13]3[CH:14]=[N:15][N:16]([C:18]4([CH2:22][C:23]#[N:24])[CH2:21][N:20]([CH2:37][C:38]([F:41])([F:40])[F:39])[CH2:19]4)[CH:17]=3)[N:10]3[CH:25]=[CH:26][N:27]=[C:9]3[CH:8]=2)[CH2:6][CH2:5]1, predict the reactants needed to synthesize it. The reactants are: Cl.Cl.Cl.[CH:4]1([C:7]2[N:12]=[C:11]([C:13]3[CH:14]=[N:15][N:16]([C:18]4([CH2:22][C:23]#[N:24])[CH2:21][NH:20][CH2:19]4)[CH:17]=3)[N:10]3[CH:25]=[CH:26][N:27]=[C:9]3[CH:8]=2)[CH2:6][CH2:5]1.C(#N)C.FC(F)(F)S(O[CH2:37][C:38]([F:41])([F:40])[F:39])(=O)=O. (7) Given the product [CH3:11][O:12][C:13]1[CH:14]=[C:15]([CH:17]=[CH:18][CH:19]=1)[N:16]=[CH:5][C:4]1[C:3]([O:2][CH3:1])=[N:10][CH:9]=[CH:8][CH:7]=1, predict the reactants needed to synthesize it. The reactants are: [CH3:1][O:2][C:3]1[N:10]=[CH:9][CH:8]=[CH:7][C:4]=1[CH:5]=O.[CH3:11][O:12][C:13]1[CH:14]=[C:15]([CH:17]=[CH:18][CH:19]=1)[NH2:16]. (8) Given the product [CH:33]1([C:39]2[N:44]3[N:45]=[CH:46][C:47]([C:48]4[NH:49][N:50]=[N:51][N:52]=4)=[C:43]3[N:42]=[CH:41][C:40]=2[C:53]2[CH:58]=[CH:57][C:56]([O:59][CH2:60][C:61]3[S:65][C:64]([CH3:66])=[N:63][C:62]=3[CH3:67])=[CH:55][CH:54]=2)[CH2:34][CH2:35][CH2:36][CH2:37][CH2:38]1, predict the reactants needed to synthesize it. The reactants are: C1(C2N3N=CC(C#N)=C3N=CC=2C2C=CC(OCC3SC(C)=NC=3C)=CC=2)CCCCC1.[CH:33]1([C:39]2[N:44]3[N:45]=[CH:46][C:47]([C:48]4[NH:52][N:51]=[N:50][N:49]=4)=[C:43]3[N:42]=[CH:41][C:40]=2[C:53]2[CH:58]=[CH:57][C:56]([O:59][CH2:60][C:61]3[S:65][C:64]([CH3:66])=[N:63][C:62]=3[CH3:67])=[CH:55][CH:54]=2)[CH2:38][CH2:37][CH2:36][CH2:35][CH2:34]1.N1C=NN=N1.